This data is from Retrosynthesis with 50K atom-mapped reactions and 10 reaction types from USPTO. The task is: Predict the reactants needed to synthesize the given product. (1) Given the product CCO/C=C/c1c(-c2ccc(C#N)cc2)nc2cccc(C(=O)OC)n12, predict the reactants needed to synthesize it. The reactants are: CCCC[Sn](/C=C\OCC)(CCCC)CCCC.COC(=O)c1cccc2nc(-c3ccc(C#N)cc3)c(Br)n12. (2) Given the product Cc1ccccc1CN1CCC(N2CCC(n3c(=O)[nH]c4ccccc43)CC2)CC1, predict the reactants needed to synthesize it. The reactants are: Cc1ccccc1CN1CCC(=O)CC1.O=c1[nH]c2ccccc2n1C1CCNCC1. (3) Given the product COc1cc(CN(C)C(=O)[C@H](Cc2ccccc2)N(CCN[C@H](CC(=O)O)Cc2c[nH]c3ccccc23)C(=O)OC(C)(C)C)cc(OC)c1OC, predict the reactants needed to synthesize it. The reactants are: COc1cc(CN(C)C(=O)[C@H](Cc2ccccc2)N(CC=O)C(=O)OC(C)(C)C)cc(OC)c1OC.N[C@H](CC(=O)O)Cc1c[nH]c2ccccc12. (4) Given the product O=C(O)C(F)(F)F, predict the reactants needed to synthesize it. The reactants are: C1CCNC1.O=C(O)c1ccc2c(c1)N(Cc1ccc(OC3CCNCC3)cc1)C(=O)CN(C(=O)c1ccc(Cl)cc1)C2. (5) Given the product CN1CCC(CNc2cnccc2C(=O)O)c2ccccc21, predict the reactants needed to synthesize it. The reactants are: CN1CCC(CN)c2ccccc21.O=C(O)c1ccncc1F. (6) Given the product CCc1cccc(C)c1N(Cn1nc(C)c(Cl)c1C)C(=O)CCl, predict the reactants needed to synthesize it. The reactants are: CCc1cccc(C)c1N(CCl)C(=O)CCl.Cc1n[nH]c(C)c1Cl. (7) Given the product CC(C)(C)OC(=O)N1CCC(C2Cc3nc(-c4ccc(S(C)(=O)=O)cc4)ncc3O2)CC1, predict the reactants needed to synthesize it. The reactants are: CC(C)(C)OC(=O)N1CCC(C(O)Cc2nc(-c3ccc(S(C)(=O)=O)cc3)ncc2Cl)CC1. (8) Given the product O=C1CCCc2cc(-c3ccncc3)ccc21, predict the reactants needed to synthesize it. The reactants are: CCCC[Sn](CCCC)(CCCC)c1ccncc1.O=C1CCCc2cc(OS(=O)(=O)C(F)(F)F)ccc21. (9) Given the product Cc1onc(-c2ccc(F)cc2)c1COc1ccc(C(=O)N2CCOCC2)cn1, predict the reactants needed to synthesize it. The reactants are: C1COCCN1.Cc1onc(-c2ccc(F)cc2)c1COc1ccc(C(=O)O)cn1.